The task is: Regression. Given two drug SMILES strings and cell line genomic features, predict the synergy score measuring deviation from expected non-interaction effect.. This data is from NCI-60 drug combinations with 297,098 pairs across 59 cell lines. (1) Drug 1: CC1=C(C=C(C=C1)NC2=NC=CC(=N2)N(C)C3=CC4=NN(C(=C4C=C3)C)C)S(=O)(=O)N.Cl. Drug 2: C1=CN(C=N1)CC(O)(P(=O)(O)O)P(=O)(O)O. Cell line: RXF 393. Synergy scores: CSS=12.3, Synergy_ZIP=-3.53, Synergy_Bliss=1.16, Synergy_Loewe=2.29, Synergy_HSA=4.87. (2) Drug 1: C1CCC(CC1)NC(=O)N(CCCl)N=O. Drug 2: CN(C(=O)NC(C=O)C(C(C(CO)O)O)O)N=O. Cell line: HCC-2998. Synergy scores: CSS=10.5, Synergy_ZIP=-1.90, Synergy_Bliss=5.44, Synergy_Loewe=0.162, Synergy_HSA=3.40. (3) Drug 1: CNC(=O)C1=NC=CC(=C1)OC2=CC=C(C=C2)NC(=O)NC3=CC(=C(C=C3)Cl)C(F)(F)F. Drug 2: CN(C(=O)NC(C=O)C(C(C(CO)O)O)O)N=O. Cell line: OVCAR-8. Synergy scores: CSS=-12.3, Synergy_ZIP=11.7, Synergy_Bliss=7.79, Synergy_Loewe=-5.80, Synergy_HSA=-6.66. (4) Drug 1: C1=CC(=CC=C1C#N)C(C2=CC=C(C=C2)C#N)N3C=NC=N3. Drug 2: C1CC(C1)(C(=O)O)C(=O)O.[NH2-].[NH2-].[Pt+2]. Cell line: SF-268. Synergy scores: CSS=10.2, Synergy_ZIP=-4.43, Synergy_Bliss=-2.90, Synergy_Loewe=-0.542, Synergy_HSA=-4.29.